This data is from Catalyst prediction with 721,799 reactions and 888 catalyst types from USPTO. The task is: Predict which catalyst facilitates the given reaction. (1) Reactant: [Cl:1][CH2:2][CH2:3][O:4][CH2:5][C:6]1[NH:11][C:10](=[O:12])[NH:9][CH:8]([C:13]2[CH:18]=[CH:17][CH:16]=[C:15]([Cl:19])[CH:14]=2)[C:7]=1[C:20]([OH:22])=O.[C:23]1([CH2:29][CH2:30][CH2:31][NH2:32])[CH:28]=[CH:27][CH:26]=[CH:25][CH:24]=1.CCN=C=NCCCN(C)C.Cl. Product: [C:23]1([CH2:29][CH2:30][CH2:31][NH:32][C:20]([C:7]2[CH:8]([C:13]3[CH:18]=[CH:17][CH:16]=[C:15]([Cl:19])[CH:14]=3)[NH:9][C:10](=[O:12])[NH:11][C:6]=2[CH2:5][O:4][CH2:3][CH2:2][Cl:1])=[O:22])[CH:28]=[CH:27][CH:26]=[CH:25][CH:24]=1. The catalyst class is: 4. (2) Reactant: [OH-].[K+].[F:3][C:4]1[CH:12]=[C:11]2[C:7]([CH:8]=[CH:9][NH:10]2)=[CH:6][CH:5]=1.O.Cl.[NH:15]1[CH2:20][CH2:19][CH2:18][CH2:17][C:16]1=O. Product: [F:3][C:4]1[CH:12]=[C:11]2[C:7]([C:8]([C:18]3[CH2:19][CH2:20][NH:15][CH2:16][CH:17]=3)=[CH:9][NH:10]2)=[CH:6][CH:5]=1. The catalyst class is: 5. (3) Reactant: [O:1]([C:8]1[CH:13]=[CH:12][C:11]([C:14]2[C:18]([C:19]([O:21][C:22]([CH3:25])([CH3:24])[CH3:23])=[O:20])=[CH:17][NH:16][N:15]=2)=[CH:10][CH:9]=1)[C:2]1[CH:7]=[CH:6][CH:5]=[CH:4][CH:3]=1.[H-].[Na+].[CH:28]1(I)[CH2:32][CH2:31][CH2:30][CH2:29]1.CCOC(C)=O. Product: [CH:28]1([N:16]2[CH:17]=[C:18]([C:19]([O:21][C:22]([CH3:25])([CH3:24])[CH3:23])=[O:20])[C:14]([C:11]3[CH:10]=[CH:9][C:8]([O:1][C:2]4[CH:3]=[CH:4][CH:5]=[CH:6][CH:7]=4)=[CH:13][CH:12]=3)=[N:15]2)[CH2:32][CH2:31][CH2:30][CH2:29]1. The catalyst class is: 9.